Predict the product of the given reaction. From a dataset of Forward reaction prediction with 1.9M reactions from USPTO patents (1976-2016). The product is: [Br:28][C:29]1[CH:34]=[C:33]([CH2:35][N:11]2[C:10](=[O:13])[N:9]([CH2:14][CH:15]([OH:20])[C:16]([F:18])([F:19])[F:17])[C:8]([C:5]3[CH:6]=[CH:7][C:2]([Cl:1])=[CH:3][CH:4]=3)=[N:12]2)[CH:32]=[N:31][CH:30]=1. Given the reactants [Cl:1][C:2]1[CH:7]=[CH:6][C:5]([C:8]2[N:9]([CH2:14][CH:15]([OH:20])[C:16]([F:19])([F:18])[F:17])[C:10](=[O:13])[NH:11][N:12]=2)=[CH:4][CH:3]=1.C(=O)([O-])[O-].[Cs+].[Cs+].Cl.[Br:28][C:29]1[CH:30]=[N:31][CH:32]=[C:33]([CH2:35]Cl)[CH:34]=1.O, predict the reaction product.